This data is from Catalyst prediction with 721,799 reactions and 888 catalyst types from USPTO. The task is: Predict which catalyst facilitates the given reaction. Reactant: [F:1][C@@H:2]1[CH2:7][CH2:6][N:5]([C:8]2[CH:13]=[CH:12][N:11]=[CH:10][C:9]=2[N+:14]([O-])=O)[CH2:4][C@H:3]1[NH:17][C:18](=[O:24])[O:19][C:20]([CH3:23])([CH3:22])[CH3:21]. Product: [NH2:14][C:9]1[CH:10]=[N:11][CH:12]=[CH:13][C:8]=1[N:5]1[CH2:6][CH2:7][C@@H:2]([F:1])[C@H:3]([NH:17][C:18](=[O:24])[O:19][C:20]([CH3:22])([CH3:21])[CH3:23])[CH2:4]1. The catalyst class is: 162.